This data is from Forward reaction prediction with 1.9M reactions from USPTO patents (1976-2016). The task is: Predict the product of the given reaction. Given the reactants [Cl:1][C:2]1[N:3]=[C:4](Cl)[C:5]2[N:10]=[CH:9][S:8][C:6]=2[N:7]=1.[CH3:12][O:13][CH2:14][CH:15]1[CH2:19][CH2:18][CH2:17][N:16]1[C:20]1[CH:21]=[C:22]([CH:24]=[CH:25][CH:26]=1)[NH2:23].CCN(C(C)C)C(C)C.O, predict the reaction product. The product is: [Cl:1][C:2]1[N:3]=[C:4]([NH:23][C:22]2[CH:24]=[CH:25][CH:26]=[C:20]([N:16]3[CH2:17][CH2:18][CH2:19][CH:15]3[CH2:14][O:13][CH3:12])[CH:21]=2)[C:5]2[N:10]=[CH:9][S:8][C:6]=2[N:7]=1.